From a dataset of Forward reaction prediction with 1.9M reactions from USPTO patents (1976-2016). Predict the product of the given reaction. (1) Given the reactants C1(COC([NH:11][CH2:12][CH2:13][C:14]2[CH:15]=[N:16][C:17]([CH2:20][CH2:21][NH:22]C(OCC3C=CC=CC=3)=O)=[CH:18][CH:19]=2)=O)C=CC=CC=1, predict the reaction product. The product is: [NH2:22][CH2:21][CH2:20][C:17]1[N:16]=[CH:15][C:14]([CH2:13][CH2:12][NH2:11])=[CH:19][CH:18]=1. (2) The product is: [C:1]([O:5][C:6]([N:8]1[CH2:13][CH2:12][N:11]([CH2:23][CH2:24][F:25])[CH2:10][CH2:9]1)=[O:7])([CH3:4])([CH3:2])[CH3:3]. Given the reactants [C:1]([O:5][C:6]([N:8]1[CH2:13][CH2:12][NH:11][CH2:10][CH2:9]1)=[O:7])([CH3:4])([CH3:3])[CH3:2].C(=O)([O-])[O-].[K+].[K+].[I-].[Na+].Br[CH2:23][CH2:24][F:25], predict the reaction product. (3) Given the reactants C(N(S(F)(F)[F:7])CC)C.[F:10][C:11]1[CH:12]=[C:13]([C@@H:19]2[CH2:28][C@H:27](O)[CH2:26][C@@H:25]3[N:20]2[C:21](=[O:45])/[C:22](=[CH:30]/[C:31]2[CH:36]=[CH:35][C:34]([N:37]4[CH:41]=[C:40]([CH3:42])[N:39]=[CH:38]4)=[C:33]([O:43][CH3:44])[CH:32]=2)/[CH2:23][CH2:24]3)[CH:14]=[C:15]([F:18])[C:16]=1[F:17].O.C(OCC)(=O)C, predict the reaction product. The product is: [F:7][C@H:27]1[CH2:26][C@@H:25]2[N:20]([C:21](=[O:45])/[C:22](=[CH:30]/[C:31]3[CH:36]=[CH:35][C:34]([N:37]4[CH:41]=[C:40]([CH3:42])[N:39]=[CH:38]4)=[C:33]([O:43][CH3:44])[CH:32]=3)/[CH2:23][CH2:24]2)[C@H:19]([C:13]2[CH:14]=[C:15]([F:18])[C:16]([F:17])=[C:11]([F:10])[CH:12]=2)[CH2:28]1. (4) The product is: [C:1]([O:5][C:6](=[O:14])[N:7]([CH2:11][CH2:12][O:13][N:16]1[C:20](=[O:21])[C:19]2[C:18](=[CH:25][CH:24]=[CH:23][CH:22]=2)[C:17]1=[O:26])[CH:8]([CH3:10])[CH3:9])([CH3:3])([CH3:2])[CH3:4]. Given the reactants [C:1]([O:5][C:6](=[O:14])[N:7]([CH2:11][CH2:12][OH:13])[CH:8]([CH3:10])[CH3:9])([CH3:4])([CH3:3])[CH3:2].O[N:16]1[C:20](=[O:21])[C:19]2=[CH:22][CH:23]=[CH:24][CH:25]=[C:18]2[C:17]1=[O:26], predict the reaction product. (5) Given the reactants [O-][N+:2]1[CH:7]=[CH:6][CH:5]=[C:4]([C:8]2[CH:17]=[CH:16][C:11]([C:12]([O:14][CH3:15])=[O:13])=[CH:10][CH:9]=2)[CH:3]=1.C(OC(=O)C)(=[O:20])C, predict the reaction product. The product is: [O:20]=[C:3]1[C:4]([C:8]2[CH:17]=[CH:16][C:11]([C:12]([O:14][CH3:15])=[O:13])=[CH:10][CH:9]=2)=[CH:5][CH:6]=[CH:7][NH:2]1. (6) Given the reactants B(Br)(Br)Br.[C:5]1([C:11]2[C:20]([CH3:21])=[CH:19][C:18]3[C:13](=[C:14]([O:22]C)[CH:15]=[CH:16][CH:17]=3)[N:12]=2)[CH:10]=[CH:9][CH:8]=[CH:7][CH:6]=1, predict the reaction product. The product is: [C:5]1([C:11]2[C:20]([CH3:21])=[CH:19][C:18]3[C:13](=[C:14]([OH:22])[CH:15]=[CH:16][CH:17]=3)[N:12]=2)[CH:6]=[CH:7][CH:8]=[CH:9][CH:10]=1. (7) Given the reactants Br[C:2]1[CH:7]=[CH:6][C:5]([C:8]2[N:13]=[C:12]3[N:14]([CH2:27][O:28][CH2:29][CH2:30][Si:31]([CH3:34])([CH3:33])[CH3:32])[C:15]([O:17][C@H:18]4[C@H:22]5[O:23][CH2:24][C@@H:25]([OH:26])[C@H:21]5[O:20][CH2:19]4)=[N:16][C:11]3=[CH:10][C:9]=2[Cl:35])=[CH:4][CH:3]=1.FC(F)(F)C(O)=O.[CH3:43][N:44]=[S:45]1[CH2:50][C:49](=[O:51])[NH:48][CH2:47][CH2:46]1, predict the reaction product. The product is: [Cl:35][C:9]1[CH:10]=[C:11]2[N:16]=[C:15]([O:17][C@H:18]3[C@H:22]4[O:23][CH2:24][C@@H:25]([OH:26])[C@H:21]4[O:20][CH2:19]3)[N:14]([CH2:27][O:28][CH2:29][CH2:30][Si:31]([CH3:34])([CH3:33])[CH3:32])[C:12]2=[N:13][C:8]=1[C:5]1[CH:6]=[CH:7][C:2]([N:48]2[C:49](=[O:51])[CH2:50][S:45](=[N:44][CH3:43])[CH2:46][CH2:47]2)=[CH:3][CH:4]=1. (8) Given the reactants [F:1][C@@H:2]1[CH2:7][CH2:6][N:5]([C:8]([O:10][CH2:11][C:12]2[CH:17]=[CH:16][CH:15]=[CH:14][CH:13]=2)=[O:9])[CH2:4][C@H:3]1[OH:18].[H-].[Na+].[Br:21][C:22]1[CH:23]=[C:24]2[C:28](=[CH:29][CH:30]=1)[N:27]([CH:31]1[CH2:36][CH2:35][CH2:34][CH2:33][O:32]1)[N:26]=[C:25]2[C:37]1[CH:42]=[C:41]([O:43][CH2:44][C:45]2[CH:50]=[CH:49][C:48]([O:51][CH3:52])=[CH:47][CH:46]=2)[N:40]=[C:39](S(C)(=O)=O)[N:38]=1, predict the reaction product. The product is: [Br:21][C:22]1[CH:23]=[C:24]2[C:28](=[CH:29][CH:30]=1)[N:27]([CH:31]1[CH2:36][CH2:35][CH2:34][CH2:33][O:32]1)[N:26]=[C:25]2[C:37]1[CH:42]=[C:41]([O:43][CH2:44][C:45]2[CH:46]=[CH:47][C:48]([O:51][CH3:52])=[CH:49][CH:50]=2)[N:40]=[C:39]([O:18][C@H:3]2[C@H:2]([F:1])[CH2:7][CH2:6][N:5]([C:8]([O:10][CH2:11][C:12]3[CH:13]=[CH:14][CH:15]=[CH:16][CH:17]=3)=[O:9])[CH2:4]2)[N:38]=1.